Predict the reactants needed to synthesize the given product. From a dataset of Full USPTO retrosynthesis dataset with 1.9M reactions from patents (1976-2016). (1) Given the product [F:11][C:2]1([F:1])[O:3][C:4]2[CH:10]=[CH:9][CH:8]=[C:7]([B:25]([OH:26])[OH:24])[C:5]=2[O:6]1, predict the reactants needed to synthesize it. The reactants are: [F:1][C:2]1([F:11])[O:6][C:5]2[CH:7]=[CH:8][CH:9]=[CH:10][C:4]=2[O:3]1.C1CCCCC1.[Li]C(CC)C.C[O:24][B:25](OC)[O:26]C. (2) Given the product [NH2:1][C@@H:2]([CH3:5])[CH2:3][O:4][C:22]1[CH:21]=[CH:20][CH:19]=[C:18]2[C:23]=1[C:14]([NH:13][C:11]1[CH:10]=[CH:9][C:8]([OH:25])=[C:7]([Cl:6])[CH:12]=1)=[N:15][CH:16]=[N:17]2, predict the reactants needed to synthesize it. The reactants are: [NH2:1][C@@H:2]([CH3:5])[CH2:3][OH:4].[Cl:6][C:7]1[CH:12]=[C:11]([NH:13][C:14]2[C:23]3[C:18](=[CH:19][CH:20]=[CH:21][C:22]=3F)[N:17]=[CH:16][N:15]=2)[CH:10]=[CH:9][C:8]=1[OH:25].